Dataset: Full USPTO retrosynthesis dataset with 1.9M reactions from patents (1976-2016). Task: Predict the reactants needed to synthesize the given product. (1) Given the product [NH2:1][C:2]1[C:10]([C:12]2[CH:17]=[CH:16][C:15]([C:18]3([C:21]([F:24])([F:23])[F:22])[N:20]=[N:19]3)=[CH:14][CH:13]=2)([OH:11])[C:9]2[C:4](=[CH:5][CH:6]=[C:7]([C:25]#[CH:26])[CH:8]=2)[N:3]=1, predict the reactants needed to synthesize it. The reactants are: [NH2:1][C:2]1[C:10]([C:12]2[CH:17]=[CH:16][C:15]([C:18]3([C:21]([F:24])([F:23])[F:22])[N:20]=[N:19]3)=[CH:14][CH:13]=2)([OH:11])[C:9]2[C:4](=[CH:5][CH:6]=[C:7]([C:25]#[C:26][Si](C)(C)C)[CH:8]=2)[N:3]=1.CCCC[N+](CCCC)(CCCC)CCCC.[F-]. (2) Given the product [Cl:31][C:25]1[CH:24]=[C:23]([C:9]2[CH:13]=[N:12][NH:11][CH:10]=2)[CH:30]=[CH:29][C:26]=1[C:27]#[N:28], predict the reactants needed to synthesize it. The reactants are: CC1(C)C(C)(C)OB([C:9]2[CH:10]=[N:11][N:12](C(OC(C)(C)C)=O)[CH:13]=2)O1.Br[C:23]1[CH:30]=[CH:29][C:26]([C:27]#[N:28])=[C:25]([Cl:31])[CH:24]=1.C(N(CC)CC)C.C(O)(C(F)(F)F)=O. (3) Given the product [N:1]1[C:10]2[C:5](=[CH:6][CH:7]=[CH:8][C:9]=2/[CH:11]=[CH:21]/[CH:22]=[O:23])[CH:4]=[CH:3][CH:2]=1, predict the reactants needed to synthesize it. The reactants are: [N:1]1[C:10]2[C:5](=[CH:6][CH:7]=[CH:8][C:9]=2[CH:11]=O)[CH:4]=[CH:3][CH:2]=1.N1(C2C=C[C:21]([CH:22]=[O:23])=CC=2)C=CC=N1. (4) Given the product [CH2:21]([O:20][C:18](=[O:19])[C:17]([C:15]#[N:16])=[C:10]1[CH2:11][CH2:12][C:5]2([O:6][CH2:7][C:2]([CH3:14])([CH3:1])[CH2:3][O:4]2)[CH2:8][CH2:9]1)[CH3:22], predict the reactants needed to synthesize it. The reactants are: [CH3:1][C:2]1([CH3:14])[CH2:7][O:6][C:5]2([CH2:12][CH2:11][C:10](=O)[CH2:9][CH2:8]2)[O:4][CH2:3]1.[C:15]([CH2:17][C:18]([O:20][CH2:21][CH3:22])=[O:19])#[N:16].N1CCCCC1.C(O)(=O)C. (5) Given the product [CH3:1][O:2][C:3]1[O:4][C:5]([C:16]2[CH:25]=[CH:24][C:19]([O:20][CH2:21][CH2:22][NH:23][C:31]([NH2:30])=[O:32])=[CH:18][CH:17]=2)=[C:6]([C:8]2[CH:9]=[CH:10][C:11]([O:14][CH3:15])=[CH:12][CH:13]=2)[N:7]=1, predict the reactants needed to synthesize it. The reactants are: [CH3:1][O:2][C:3]1[O:4][C:5]([C:16]2[CH:25]=[CH:24][C:19]([O:20][CH2:21][CH2:22][NH2:23])=[CH:18][CH:17]=2)=[C:6]([C:8]2[CH:13]=[CH:12][C:11]([O:14][CH3:15])=[CH:10][CH:9]=2)[N:7]=1.C[Si]([N:30]=[C:31]=[O:32])(C)C.C(N(CC)CC)C. (6) Given the product [N:49]1[N:50]([C:58]2[N:66]=[CH:65][CH:64]=[CH:63][C:59]=2[C:60]([NH:46][CH:38]([CH2:39][C:40]2[CH:45]=[CH:44][CH:43]=[CH:42][CH:41]=2)[CH:37]([OH:47])[C:36]([O:35][CH2:33][CH3:34])=[O:48])=[O:61])[CH:51]=[C:52]2[C:57]=1[CH:56]=[CH:55][CH:54]=[CH:53]2, predict the reactants needed to synthesize it. The reactants are: F[P-](F)(F)(F)(F)F.N1(OC(N(C)C)=[N+](C)C)C2N=CC=CC=2N=N1.CCN(CC)CC.[Cl-].[CH2:33]([O:35][C:36](=[O:48])[CH:37]([OH:47])[CH:38]([NH3+:46])[CH2:39][C:40]1[CH:45]=[CH:44][CH:43]=[CH:42][CH:41]=1)[CH3:34].[N:49]1[N:50]([C:58]2[N:66]=[CH:65][CH:64]=[CH:63][C:59]=2[C:60](O)=[O:61])[CH:51]=[C:52]2[C:57]=1[CH:56]=[CH:55][CH:54]=[CH:53]2. (7) Given the product [CH3:25][CH:26]([N:4]1[CH2:5][CH2:6][CH2:7][N:1]([C:8]([N:10]2[CH2:11][CH:12]([O:14][C:15]3[CH:16]=[CH:17][C:18]([C:21]([NH:23][CH3:24])=[O:22])=[N:19][CH:20]=3)[CH2:13]2)=[O:9])[CH2:2][CH2:3]1)[CH3:28], predict the reactants needed to synthesize it. The reactants are: [N:1]1([C:8]([N:10]2[CH2:13][CH:12]([O:14][C:15]3[CH:16]=[CH:17][C:18]([C:21]([NH:23][CH3:24])=[O:22])=[N:19][CH:20]=3)[CH2:11]2)=[O:9])[CH2:7][CH2:6][CH2:5][NH:4][CH2:3][CH2:2]1.[CH3:25][C:26]([CH3:28])=O.